Dataset: Reaction yield outcomes from USPTO patents with 853,638 reactions. Task: Predict the reaction yield, written as a fraction of the theoretical maximum amount of product (1.0 means a 100% yield; for example, 0.34 means a 34% yield). (1) The yield is 0.800. The product is [N:1]1[C:9]2[C:4](=[N:5][CH:6]=[CH:7][C:8]=2[C:10]([O:12][CH3:18])=[O:11])[NH:3][CH:2]=1. No catalyst specified. The reactants are [N:1]1[C:9]2[C:4](=[N:5][CH:6]=[CH:7][C:8]=2[C:10]([OH:12])=[O:11])[NH:3][CH:2]=1.OS(O)(=O)=O.[CH3:18]O. (2) The reactants are [CH2:1]([C@H:3]1[C@@H:7]([C:8]2[N:12]3[C:13]4[CH:19]=[CH:18][NH:17][C:14]=4[N:15]=[CH:16][C:11]3=[N:10][N:9]=2)[CH2:6][C@@H:5]([CH2:20][C:21](OCC)=[O:22])[CH2:4]1)[CH3:2].O/[N:27]=[C:28](\[NH2:31])/[CH2:29][OH:30].C([O-])([O-])=O.[K+].[K+]. The catalyst is C1(C)C=CC=CC=1.CO. The product is [CH2:1]([C@H:3]1[C@@H:7]([C:8]2[N:12]3[C:13]4[CH:19]=[CH:18][NH:17][C:14]=4[N:15]=[CH:16][C:11]3=[N:10][N:9]=2)[CH2:6][C@@H:5]([CH2:20][C:21]2[O:22][N:31]=[C:28]([CH2:29][OH:30])[N:27]=2)[CH2:4]1)[CH3:2]. The yield is 0.200. (3) The reactants are C([O:8][C:9]1[CH:33]=[CH:32][C:12]([CH2:13][C:14]2[N:23]3[N:24]=[C:25]([NH2:27])[N:26]=[C:22]3[C:21]3[CH:20]=[CH:19][C:18]([NH:28][CH2:29][CH2:30][OH:31])=[CH:17][C:16]=3[N:15]=2)=[CH:11][C:10]=1[O:34][CH3:35])C1C=CC=CC=1.C(OC1C=CC(CC2N3N=C(N)N=C3C3C=CC(F)=CC=3N=2)=CC=1OC)C1C=CC=CC=1. The yield is 0.860. The product is [NH2:27][C:25]1[N:26]=[C:22]2[N:23]([C:14]([CH2:13][C:12]3[CH:32]=[CH:33][C:9]([OH:8])=[C:10]([O:34][CH3:35])[CH:11]=3)=[N:15][C:16]3[CH:17]=[C:18]([NH:28][CH2:29][CH2:30][OH:31])[CH:19]=[CH:20][C:21]=32)[N:24]=1. No catalyst specified. (4) The reactants are C[O:2][C:3](=[O:15])[CH2:4][C:5]1[CH:10]=[CH:9][C:8]([S:11][CH2:12][O:13][CH3:14])=[CH:7][CH:6]=1.O1CCCC1.[OH-].[Li+]. The catalyst is CO.O. The product is [CH3:14][O:13][CH2:12][S:11][C:8]1[CH:9]=[CH:10][C:5]([CH2:4][C:3]([OH:15])=[O:2])=[CH:6][CH:7]=1. The yield is 1.00. (5) The reactants are [N:1]([CH2:4][C@@H:5]1[C@H:8]([NH:9][C:10](=[O:46])/[C:11](=[N:25]\[O:26][C:27]2([C:30]([O:32][CH:33]([C:40]3[CH:45]=[CH:44][CH:43]=[CH:42][CH:41]=3)[C:34]3[CH:39]=[CH:38][CH:37]=[CH:36][CH:35]=3)=[O:31])[CH2:29][CH2:28]2)/[C:12]2[N:13]=[C:14]([NH:17][C:18]([O:20][C:21]([CH3:24])([CH3:23])[CH3:22])=[O:19])[S:15][CH:16]=2)[C:7](=[O:47])[NH:6]1)=[N+]=[N-].C1C=CC(P(C2C=CC=CC=2)C2C=CC=CC=2)=CC=1. The catalyst is C1COCC1.CO. The product is [NH2:1][CH2:4][C@@H:5]1[C@H:8]([NH:9][C:10](=[O:46])/[C:11](=[N:25]\[O:26][C:27]2([C:30]([O:32][CH:33]([C:40]3[CH:45]=[CH:44][CH:43]=[CH:42][CH:41]=3)[C:34]3[CH:39]=[CH:38][CH:37]=[CH:36][CH:35]=3)=[O:31])[CH2:29][CH2:28]2)/[C:12]2[N:13]=[C:14]([NH:17][C:18]([O:20][C:21]([CH3:24])([CH3:23])[CH3:22])=[O:19])[S:15][CH:16]=2)[C:7](=[O:47])[NH:6]1. The yield is 0.560. (6) The reactants are [P:1]([O:13][CH2:14][N:15]1[C:19]2=[N:20][CH:21]=[C:22]3[CH:26]=[N:25][N:24]([CH3:27])[C:23]3=[C:18]2[CH:17]=[C:16]1[C:28]1[C:36]2[C:31](=[CH:32][CH:33]=[C:34]([O:37][CH3:38])[CH:35]=2)[N:30]([CH3:39])[CH:29]=1)([O:8]C(C)(C)C)([O:3]C(C)(C)C)=[O:2].C(O)(C(F)(F)F)=O. The product is [P:1]([OH:3])([OH:8])([O:13][CH2:14][N:15]1[C:19]2=[N:20][CH:21]=[C:22]3[CH:26]=[N:25][N:24]([CH3:27])[C:23]3=[C:18]2[CH:17]=[C:16]1[C:28]1[C:36]2[C:31](=[CH:32][CH:33]=[C:34]([O:37][CH3:38])[CH:35]=2)[N:30]([CH3:39])[CH:29]=1)=[O:2]. The yield is 0.430. The catalyst is C(Cl)Cl. (7) The reactants are [NH2:1][C:2]1[CH:7]=[C:6]([Br:8])[CH:5]=[CH:4][N:3]=1.Br[CH:10]1[C:15](=O)[CH2:14][CH2:13][N:12]([C:17]([O:19][C:20]([CH3:23])([CH3:22])[CH3:21])=[O:18])[CH2:11]1. The catalyst is C1(C)C=CC=CC=1. The product is [Br:8][C:6]1[CH:5]=[CH:4][N:3]2[C:10]3[CH2:11][N:12]([C:17]([O:19][C:20]([CH3:23])([CH3:22])[CH3:21])=[O:18])[CH2:13][CH2:14][C:15]=3[N:1]=[C:2]2[CH:7]=1. The yield is 0.320. (8) The reactants are [O:1]([CH2:8][CH:9]=[O:10])[C:2]1[CH:7]=[CH:6][CH:5]=[CH:4][CH:3]=1.S([O-])([O-])(=O)=O.[Mg+2].C(N1CCN2CCN(C(C)C)P1N(C(C)C)CC2)(C)C.[N+:37]([CH2:40][CH3:41])([O-:39])=[O:38]. The catalyst is [N+](C)([O-])=O. The product is [N+:37]([CH:40]([CH3:41])[CH:9]([OH:10])[CH2:8][O:1][C:2]1[CH:7]=[CH:6][CH:5]=[CH:4][CH:3]=1)([O-:39])=[O:38]. The yield is 0.810. (9) The reactants are [OH:1][C@H:2]1[CH2:6][CH2:5][NH:4][CH2:3]1.C(N(CC)CC)C.Br[CH:15]([C:22]1[CH:27]=[CH:26][CH:25]=[CH:24][CH:23]=1)[C:16]1[CH:21]=[CH:20][CH:19]=[CH:18][CH:17]=1. The catalyst is C(#N)C. The product is [C:16]1([CH:15]([C:22]2[CH:23]=[CH:24][CH:25]=[CH:26][CH:27]=2)[N:4]2[CH2:5][CH2:6][C@H:2]([OH:1])[CH2:3]2)[CH:21]=[CH:20][CH:19]=[CH:18][CH:17]=1. The yield is 0.897. (10) The reactants are [CH3:1][O:2][C:3]1[CH:4]=[C:5]2[C:10](=[CH:11][CH:12]=1)[CH2:9][CH:8]([C:13]([NH:15][O:16]C1CCCCO1)=[O:14])[CH2:7][CH2:6]2.O.C1(C)C=CC(S(O)(=O)=O)=CC=1.C(=O)([O-])[O-]. The catalyst is O1CCCC1.O. The product is [OH:16][NH:15][C:13]([CH:8]1[CH2:7][CH2:6][C:5]2[C:10](=[CH:11][CH:12]=[C:3]([O:2][CH3:1])[CH:4]=2)[CH2:9]1)=[O:14]. The yield is 0.480.